From a dataset of Forward reaction prediction with 1.9M reactions from USPTO patents (1976-2016). Predict the product of the given reaction. (1) Given the reactants Br[C:2]1[CH:7]=[CH:6][C:5]([CH2:8][OH:9])=[CH:4][CH:3]=1.[B:10]1([B:10]2[O:14][C:13]([CH3:16])([CH3:15])[C:12]([CH3:18])([CH3:17])[O:11]2)[O:14][C:13]([CH3:16])([CH3:15])[C:12]([CH3:18])([CH3:17])[O:11]1.C([O-])(=O)C.[K+], predict the reaction product. The product is: [CH3:17][C:12]1([CH3:18])[C:13]([CH3:16])([CH3:15])[O:14][B:10]([C:2]2[CH:7]=[CH:6][C:5]([CH2:8][OH:9])=[CH:4][CH:3]=2)[O:11]1. (2) Given the reactants [CH3:1][O:2][C:3]1[CH:11]=[C:10]([C:12]([OH:14])=[O:13])[CH:9]=[C:8]([N+:15]([O-:17])=[O:16])[C:4]=1[C:5]([OH:7])=[O:6].S(Cl)(Cl)=O.[CH3:22]O, predict the reaction product. The product is: [CH3:22][O:13][C:12](=[O:14])[C:10]1[CH:9]=[C:8]([N+:15]([O-:17])=[O:16])[C:4]([C:5]([OH:7])=[O:6])=[C:3]([O:2][CH3:1])[CH:11]=1. (3) Given the reactants [C:1]([N:5]1[CH2:9][C:8]2([CH2:13][CH2:12][N:11](C(OC(C)(C)C)=O)[CH2:10]2)[CH2:7][CH2:6]1)(=[O:4])[CH2:2][CH3:3].Cl, predict the reaction product. The product is: [CH2:7]1[C:8]2([CH2:13][CH2:12][NH:11][CH2:10]2)[CH2:9][N:5]([C:1](=[O:4])[CH2:2][CH3:3])[CH2:6]1. (4) Given the reactants I[C:2]1[CH:3]=[N:4][CH:5]=[CH:6][C:7]=1[NH2:8].[Cl:9][C:10]1[CH:11]=[CH:12][C:13]([O:19][CH3:20])=[C:14](B(O)O)[CH:15]=1.C([O-])([O-])=O.[K+].[K+].O, predict the reaction product. The product is: [Cl:9][C:10]1[CH:15]=[CH:14][C:13]([O:19][CH3:20])=[C:12]([C:2]2[CH:3]=[N:4][CH:5]=[CH:6][C:7]=2[NH2:8])[CH:11]=1. (5) Given the reactants Br[CH2:2][C:3]1[CH:8]=[CH:7][C:6]([C:9]2[CH:14]=[CH:13][C:12]([C:15]([F:18])([F:17])[F:16])=[CH:11][CH:10]=2)=[CH:5][CH:4]=1.[C-:19]#[N:20].[K+].C(OCC)(=O)C.CCCCCC, predict the reaction product. The product is: [F:16][C:15]([F:18])([F:17])[C:12]1[CH:13]=[CH:14][C:9]([C:6]2[CH:7]=[CH:8][C:3]([CH2:2][C:19]#[N:20])=[CH:4][CH:5]=2)=[CH:10][CH:11]=1. (6) Given the reactants Cl[C:2]1[N:7]=[CH:6][N:5]=[C:4]([NH:8][CH2:9][C@@H:10]([C:12]2[CH:17]=[CH:16][CH:15]=[CH:14][CH:13]=2)[OH:11])[CH:3]=1.[F:18][C:19]1([F:37])[O:23][C:22]2[CH:24]=[CH:25][C:26](B3OC(C)(C)C(C)(C)O3)=[CH:27][C:21]=2[O:20]1.[O-]P([O-])([O-])=O.[K+].[K+].[K+], predict the reaction product. The product is: [F:37][C:19]1([F:18])[O:20][C:21]2[CH:27]=[CH:26][C:25]([C:2]3[N:7]=[CH:6][N:5]=[C:4]([NH:8][CH2:9][C@@H:10]([C:12]4[CH:17]=[CH:16][CH:15]=[CH:14][CH:13]=4)[OH:11])[CH:3]=3)=[CH:24][C:22]=2[O:23]1. (7) Given the reactants [F:1][C:2]1[CH:21]=[CH:20][C:5]2=[N:6][N:7]([C:9]3[CH:14]=[C:13]([O:15][CH3:16])[CH:12]=[C:11]([CH2:17][OH:18])[C:10]=3[OH:19])[N:8]=[C:4]2[CH:3]=1.C(N(CC)CC)C.[C:29](Cl)(=[O:33])[C:30]([CH3:32])=[CH2:31], predict the reaction product. The product is: [C:29]([O:18][CH2:17][C:11]1[CH:12]=[C:13]([O:15][CH3:16])[CH:14]=[C:9]([N:7]2[N:6]=[C:5]3[CH:20]=[CH:21][C:2]([F:1])=[CH:3][C:4]3=[N:8]2)[C:10]=1[OH:19])(=[O:33])[C:30]([CH3:32])=[CH2:31]. (8) Given the reactants CCN(C(C)C)C(C)C.[N:10]1([N:16]2[CH:20]=[C:19]([C:21]([OH:23])=O)[N:18]=[N:17]2)[CH2:15][CH2:14][O:13][CH2:12][CH2:11]1.NN1CCOCC1.C1C=CC2N(O)N=NC=2C=1.CCN=C=NCCCN(C)C.Cl.[NH2:53][CH2:54][C:55]([N:57]1[CH2:62][CH2:61][CH:60]([O:63][C:64]2[CH:69]=[C:68]([F:70])[CH:67]=[CH:66][C:65]=2[Cl:71])[CH2:59][CH2:58]1)=[O:56], predict the reaction product. The product is: [Cl:71][C:65]1[CH:66]=[CH:67][C:68]([F:70])=[CH:69][C:64]=1[O:63][CH:60]1[CH2:61][CH2:62][N:57]([C:55](=[O:56])[CH2:54][NH:53][C:21]([C:19]2[N:18]=[N:17][N:16]([N:10]3[CH2:11][CH2:12][O:13][CH2:14][CH2:15]3)[CH:20]=2)=[O:23])[CH2:58][CH2:59]1. (9) Given the reactants [Cl:1][C:2]1[CH:3]=[C:4]([CH:8]=[CH:9][C:10]=1[N:11]([CH3:28])[C:12]([C:14]1[S:27][C:17]2[C:18]3[CH:26]=[CH:25][CH:24]=[CH:23][C:19]=3[O:20][CH2:21][CH2:22][C:16]=2[CH:15]=1)=[O:13])[C:5](O)=[O:6].[NH:29]1[CH2:34][CH2:33][NH:32][CH2:31][CH2:30]1, predict the reaction product. The product is: [Cl:1][C:2]1[CH:3]=[C:4]([C:5]([N:29]2[CH2:34][CH2:33][NH:32][CH2:31][CH2:30]2)=[O:6])[CH:8]=[CH:9][C:10]=1[N:11]([CH3:28])[C:12]([C:14]1[S:27][C:17]2[C:18]3[CH:26]=[CH:25][CH:24]=[CH:23][C:19]=3[O:20][CH2:21][CH2:22][C:16]=2[CH:15]=1)=[O:13]. (10) Given the reactants [O:1]=[C:2]1[NH:7][C:6]([C:8]([OH:10])=[O:9])=[CH:5][CH:4]=[CH:3]1.OS(O)(=O)=O.[CH3:16]O, predict the reaction product. The product is: [O:1]=[C:2]1[NH:7][C:6]([C:8]([O:10][CH3:16])=[O:9])=[CH:5][CH:4]=[CH:3]1.